From a dataset of NCI-60 drug combinations with 297,098 pairs across 59 cell lines. Regression. Given two drug SMILES strings and cell line genomic features, predict the synergy score measuring deviation from expected non-interaction effect. (1) Drug 1: CC(CN1CC(=O)NC(=O)C1)N2CC(=O)NC(=O)C2. Drug 2: C1=CC=C(C=C1)NC(=O)CCCCCCC(=O)NO. Cell line: NCI/ADR-RES. Synergy scores: CSS=10.4, Synergy_ZIP=-1.59, Synergy_Bliss=-0.841, Synergy_Loewe=-22.0, Synergy_HSA=-1.12. (2) Drug 1: CC1=C(C=C(C=C1)NC(=O)C2=CC=C(C=C2)CN3CCN(CC3)C)NC4=NC=CC(=N4)C5=CN=CC=C5. Drug 2: C1CNP(=O)(OC1)N(CCCl)CCCl. Cell line: ACHN. Synergy scores: CSS=-2.18, Synergy_ZIP=-1.51, Synergy_Bliss=-6.02, Synergy_Loewe=-5.99, Synergy_HSA=-5.89. (3) Cell line: PC-3. Drug 2: CS(=O)(=O)CCNCC1=CC=C(O1)C2=CC3=C(C=C2)N=CN=C3NC4=CC(=C(C=C4)OCC5=CC(=CC=C5)F)Cl. Drug 1: COC1=C(C=C2C(=C1)N=CN=C2NC3=CC(=C(C=C3)F)Cl)OCCCN4CCOCC4. Synergy scores: CSS=8.39, Synergy_ZIP=-5.41, Synergy_Bliss=-7.39, Synergy_Loewe=-5.20, Synergy_HSA=-4.45. (4) Drug 1: C1=C(C(=O)NC(=O)N1)N(CCCl)CCCl. Drug 2: N.N.Cl[Pt+2]Cl. Cell line: MOLT-4. Synergy scores: CSS=43.7, Synergy_ZIP=-7.35, Synergy_Bliss=-10.3, Synergy_Loewe=-19.7, Synergy_HSA=-9.07. (5) Drug 1: COC1=CC(=CC(=C1O)OC)C2C3C(COC3=O)C(C4=CC5=C(C=C24)OCO5)OC6C(C(C7C(O6)COC(O7)C8=CC=CS8)O)O. Drug 2: C1=NC2=C(N=C(N=C2N1C3C(C(C(O3)CO)O)F)Cl)N. Cell line: CCRF-CEM. Synergy scores: CSS=79.9, Synergy_ZIP=0.532, Synergy_Bliss=0.284, Synergy_Loewe=-2.07, Synergy_HSA=2.51. (6) Drug 1: CC12CCC(CC1=CCC3C2CCC4(C3CC=C4C5=CN=CC=C5)C)O. Drug 2: C1CCN(CC1)CCOC2=CC=C(C=C2)C(=O)C3=C(SC4=C3C=CC(=C4)O)C5=CC=C(C=C5)O. Cell line: SK-MEL-5. Synergy scores: CSS=-6.88, Synergy_ZIP=9.66, Synergy_Bliss=2.99, Synergy_Loewe=-3.88, Synergy_HSA=-3.21. (7) Drug 1: CC12CCC(CC1=CCC3C2CCC4(C3CC=C4C5=CN=CC=C5)C)O. Drug 2: C(CN)CNCCSP(=O)(O)O. Cell line: MOLT-4. Synergy scores: CSS=-1.47, Synergy_ZIP=3.30, Synergy_Bliss=0.492, Synergy_Loewe=-2.74, Synergy_HSA=-0.605. (8) Drug 1: CCN(CC)CCNC(=O)C1=C(NC(=C1C)C=C2C3=C(C=CC(=C3)F)NC2=O)C. Drug 2: N.N.Cl[Pt+2]Cl. Cell line: HOP-62. Synergy scores: CSS=28.4, Synergy_ZIP=1.86, Synergy_Bliss=1.04, Synergy_Loewe=-4.29, Synergy_HSA=-2.15. (9) Drug 1: C1CC(=O)NC(=O)C1N2CC3=C(C2=O)C=CC=C3N. Drug 2: CS(=O)(=O)CCNCC1=CC=C(O1)C2=CC3=C(C=C2)N=CN=C3NC4=CC(=C(C=C4)OCC5=CC(=CC=C5)F)Cl. Cell line: ACHN. Synergy scores: CSS=13.8, Synergy_ZIP=0.707, Synergy_Bliss=3.89, Synergy_Loewe=1.17, Synergy_HSA=4.50.